Dataset: Full USPTO retrosynthesis dataset with 1.9M reactions from patents (1976-2016). Task: Predict the reactants needed to synthesize the given product. (1) Given the product [CH3:16][C:13]([NH:12][C:2]1[CH:3]=[CH:4][C:5]([N+:9]([O-:11])=[O:10])=[C:6]([CH3:8])[N:7]=1)([CH3:17])[CH2:14][OH:15], predict the reactants needed to synthesize it. The reactants are: Cl[C:2]1[N:7]=[C:6]([CH3:8])[C:5]([N+:9]([O-:11])=[O:10])=[CH:4][CH:3]=1.[NH2:12][C:13]([CH3:17])([CH3:16])[CH2:14][OH:15].CCOC(C)=O.O. (2) Given the product [NH2:7][C@@H:8]([CH2:9][C:10]1[CH:11]=[CH:12][CH:13]=[CH:14][CH:15]=1)[C:16]([N:17]([CH3:19])[CH3:18])=[O:20], predict the reactants needed to synthesize it. The reactants are: C(OC(=O)[NH:7][C@H:8]([C:16](=[O:20])[N:17]([CH3:19])[CH3:18])[CH2:9][C:10]1[CH:15]=[CH:14][CH:13]=[CH:12][CH:11]=1)(C)(C)C.FC(F)(F)C(O)=O. (3) The reactants are: [NH2:1][C:2]1[CH:7]=[C:6]([C:8]#[N:9])[CH:5]=[CH:4][N:3]=1.P(OCC)(OCC)([S-])=[S:11].O1CCCC1.C(=O)(O)[O-].[Na+]. Given the product [NH2:1][C:2]1[CH:7]=[C:6]([C:8](=[S:11])[NH2:9])[CH:5]=[CH:4][N:3]=1, predict the reactants needed to synthesize it. (4) Given the product [NH2:8][C@@:7]1([C:14]2[CH:19]=[CH:18][C:17]([F:20])=[CH:16][C:15]=2[F:21])[CH2:12][O:13][C@@H:4]([CH:1]2[CH2:3][CH2:2]2)[CH2:5][C@H:6]1[C@@H:10]([OH:9])[CH3:11], predict the reactants needed to synthesize it. The reactants are: [CH:1]1([C@@H:4]2[O:13][CH2:12][C@:7]3([C:14]4[CH:19]=[CH:18][C:17]([F:20])=[CH:16][C:15]=4[F:21])[NH:8][O:9][C@@H:10]([CH3:11])[C@@H:6]3[CH2:5]2)[CH2:3][CH2:2]1.N[C@@]1(C2C=CC(F)=CC=2F)CO[C@@H](COCC2C=CC=CC=2)C[C@H]1CO. (5) Given the product [Cl:1][C:2]1[C:7]([Cl:8])=[C:6]([C:9]2[S:13][C:12]([C:14]3[N:58]([CH:55]4[CH2:57][CH2:56]4)[C:16]([C:19]([OH:22])([CH3:21])[CH3:20])=[N:17][N:18]=3)=[N:11][C:10]=2[C:23]([N:25]2[CH2:26][CH2:27][C:28]([F:31])([F:32])[CH2:29][CH2:30]2)=[O:24])[CH:5]=[CH:4][C:3]=1[S:33]([NH:36][C@@H:37]([CH3:42])[C:38]([F:40])([F:39])[F:41])(=[O:35])=[O:34], predict the reactants needed to synthesize it. The reactants are: [Cl:1][C:2]1[C:7]([Cl:8])=[C:6]([C:9]2[S:13][C:12]([C:14]3O[C:16]([C:19]([OH:22])([CH3:21])[CH3:20])=[N:17][N:18]=3)=[N:11][C:10]=2[C:23]([N:25]2[CH2:30][CH2:29][C:28]([F:32])([F:31])[CH2:27][CH2:26]2)=[O:24])[CH:5]=[CH:4][C:3]=1[S:33]([NH:36][C@@H:37]([CH3:42])[C:38]([F:41])([F:40])[F:39])(=[O:35])=[O:34].O.C1(C)C=CC(S(O)(=O)=O)=CC=1.[CH:55]1([NH2:58])[CH2:57][CH2:56]1. (6) The reactants are: C[Si]([C:5]#[C:6][C:7]1[N:12]=[CH:11][C:10]([NH2:13])=[C:9]([C:14]2[C:15]([F:33])=[N:16][CH:17]=[C:18]([C:20]3[CH:25]=[CH:24][C:23]([CH2:26][N:27]4[CH2:32][CH2:31][CH2:30][CH2:29][CH2:28]4)=[CH:22][CH:21]=3)[CH:19]=2)[CH:8]=1)(C)C.C(=O)([O-])[O-].[K+].[K+]. Given the product [C:6]([C:7]1[N:12]=[CH:11][C:10]([NH2:13])=[C:9]([C:14]2[C:15]([F:33])=[N:16][CH:17]=[C:18]([C:20]3[CH:21]=[CH:22][C:23]([CH2:26][N:27]4[CH2:32][CH2:31][CH2:30][CH2:29][CH2:28]4)=[CH:24][CH:25]=3)[CH:19]=2)[CH:8]=1)#[CH:5], predict the reactants needed to synthesize it. (7) Given the product [CH2:1]([C@H:8]([NH:33][C:34](=[O:46])[C@@H:35]([N:39]1[CH2:44][CH2:43][CH2:42][NH:41][C:40]1=[O:45])[CH:36]([CH3:38])[CH3:37])[CH2:9][C@H:10]([O:32][CH:47]([S:49][CH2:50][CH3:51])[CH3:48])[C@@H:11]([NH:19][C:20](=[O:31])[CH2:21][O:22][C:23]1[C:24]([CH3:30])=[CH:25][CH:26]=[CH:27][C:28]=1[CH3:29])[CH2:12][C:13]1[CH:14]=[CH:15][CH:16]=[CH:17][CH:18]=1)[C:2]1[CH:7]=[CH:6][CH:5]=[CH:4][CH:3]=1, predict the reactants needed to synthesize it. The reactants are: [CH2:1]([C@H:8]([NH:33][C:34](=[O:46])[C@@H:35]([N:39]1[CH2:44][CH2:43][CH2:42][NH:41][C:40]1=[O:45])[CH:36]([CH3:38])[CH3:37])[CH2:9][C@H:10]([OH:32])[C@@H:11]([NH:19][C:20](=[O:31])[CH2:21][O:22][C:23]1[C:28]([CH3:29])=[CH:27][CH:26]=[CH:25][C:24]=1[CH3:30])[CH2:12][C:13]1[CH:18]=[CH:17][CH:16]=[CH:15][CH:14]=1)[C:2]1[CH:7]=[CH:6][CH:5]=[CH:4][CH:3]=1.[CH2:47]([S:49][CH2:50][CH3:51])[CH3:48].C(OOC(=O)C1C=CC=CC=1)(=O)C1C=CC=CC=1. (8) Given the product [Cl:8][C:9]1[C:18]([CH2:19][CH2:20][CH2:21][O:22][CH3:23])=[CH:17][C:16]([CH2:24][CH2:25][CH2:26][O:27][CH3:28])=[CH:15][C:10]=1[C:11]([O:13][CH3:14])=[O:12], predict the reactants needed to synthesize it. The reactants are: C1(C)C=CC=CC=1.[Cl:8][C:9]1[C:18](/[CH:19]=[CH:20]/[CH2:21][O:22][CH3:23])=[CH:17][C:16](/[CH:24]=[CH:25]/[CH2:26][O:27][CH3:28])=[CH:15][C:10]=1[C:11]([O:13][CH3:14])=[O:12].